This data is from Forward reaction prediction with 1.9M reactions from USPTO patents (1976-2016). The task is: Predict the product of the given reaction. (1) Given the reactants Cl[C:2]1[C:10]2[C:6](=[N:7][O:8][N:9]=2)[C:5]([N+:11]([O-:13])=[O:12])=[CH:4][CH:3]=1.[SH:14][C:15]1[CH:20]=[CH:19][C:18]([OH:21])=[CH:17][CH:16]=1.P([O-])([O-])([O-])=O.[K+].[K+].[K+].[OH-].[K+].BrCC(=O)C([O-])=O, predict the reaction product. The product is: [N+:11]([C:5]1[C:6]2=[N:7][O:8][N:9]=[C:10]2[C:2]([S:14][C:15]2[CH:20]=[CH:19][C:18]([OH:21])=[CH:17][CH:16]=2)=[CH:3][CH:4]=1)([O-:13])=[O:12]. (2) Given the reactants [Cl:1][C:2]1[N:3]=[C:4]([NH:21][C:22]2[CH:30]=[CH:29][CH:28]=[CH:27][C:23]=2[C:24]([OH:26])=O)[C:5]2[CH:10]=[CH:9][N:8]([S:11]([C:14]3[CH:19]=[CH:18][C:17]([CH3:20])=[CH:16][CH:15]=3)(=[O:13])=[O:12])[C:6]=2[N:7]=1.C(Cl)(=O)C(Cl)=O, predict the reaction product. The product is: [ClH:1].[Cl:1][C:2]1[N:3]2[C:4](=[N:21][C:22]3[C:23]([C:24]2=[O:26])=[CH:27][CH:28]=[CH:29][CH:30]=3)[C:5]2[CH:10]=[CH:9][N:8]([S:11]([C:14]3[CH:15]=[CH:16][C:17]([CH3:20])=[CH:18][CH:19]=3)(=[O:12])=[O:13])[C:6]=2[N:7]=1. (3) Given the reactants [CH2:1]([O:8][C:9]1[CH:14]=[CH:13][C:12]([C:15]2[O:16][C:17]3[CH:22]=[C:21]([O:23][CH2:24][C@@H:25]([NH:27]C(=O)OC(C)(C)C)[CH3:26])[N:20]=[CH:19][C:18]=3[N:35]=2)=[CH:11][C:10]=1[F:36])[C:2]1[CH:7]=[CH:6][CH:5]=[CH:4][CH:3]=1.Cl.[C:38](OCC)(=[O:40])[CH3:39], predict the reaction product. The product is: [CH2:1]([O:8][C:9]1[CH:14]=[CH:13][C:12]([C:15]2[O:16][C:17]3[CH:22]=[C:21]([O:23][CH2:24][C@@H:25]([NH:27][C:38](=[O:40])[CH3:39])[CH3:26])[N:20]=[CH:19][C:18]=3[N:35]=2)=[CH:11][C:10]=1[F:36])[C:2]1[CH:7]=[CH:6][CH:5]=[CH:4][CH:3]=1. (4) Given the reactants Cl.[NH:2]1[CH2:7][CH2:6][O:5][CH2:4][CH:3]1[C:8]([O:10][CH3:11])=[O:9].C(=O)(O)[O-].[Na+].[C:17](Cl)([O:19][CH2:20][CH:21]1[C:33]2[C:28](=[CH:29][CH:30]=[CH:31][CH:32]=2)[C:27]2[C:22]1=[CH:23][CH:24]=[CH:25][CH:26]=2)=[O:18], predict the reaction product. The product is: [N:2]1([C:17]([O:19][CH2:20][CH:21]2[C:22]3[CH:23]=[CH:24][CH:25]=[CH:26][C:27]=3[C:28]3[C:33]2=[CH:32][CH:31]=[CH:30][CH:29]=3)=[O:18])[CH2:7][CH2:6][O:5][CH2:4][CH:3]1[C:8]([O:10][CH3:11])=[O:9].